Dataset: Forward reaction prediction with 1.9M reactions from USPTO patents (1976-2016). Task: Predict the product of the given reaction. (1) Given the reactants [C:1]([C:3]1[C:4]([CH3:27])=[C:5]([C@@H:10]2[O:15][CH2:14][C@@H:13]3[CH2:16][N:17](C(OC(C)(C)C)=O)[CH2:18][CH2:19][N:12]3[CH2:11]2)[CH:6]=[CH:7][C:8]=1[F:9])#[N:2].[C:28]([OH:34])([C:30]([F:33])([F:32])[F:31])=[O:29], predict the reaction product. The product is: [F:31][C:30]([F:33])([F:32])[C:28]([OH:34])=[O:29].[F:9][C:8]1[C:3]([C:1]#[N:2])=[C:4]([CH3:27])[C:5]([C@@H:10]2[O:15][CH2:14][C@@H:13]3[CH2:16][NH:17][CH2:18][CH2:19][N:12]3[CH2:11]2)=[CH:6][CH:7]=1. (2) Given the reactants [CH:1]([C:4]1[CH:5]=[C:6]([C:12]([OH:14])=O)[S:7][C:8]=1[CH:9]([CH3:11])[CH3:10])([CH3:3])[CH3:2].[OH:15][C:16]1[CH:25]=[C:24]([NH2:26])[CH:23]=[CH:22][C:17]=1[C:18]([O:20][CH3:21])=[O:19], predict the reaction product. The product is: [OH:15][C:16]1[CH:25]=[C:24]([NH:26][C:12]([C:6]2[S:7][C:8]([CH:9]([CH3:10])[CH3:11])=[C:4]([CH:1]([CH3:2])[CH3:3])[CH:5]=2)=[O:14])[CH:23]=[CH:22][C:17]=1[C:18]([O:20][CH3:21])=[O:19]. (3) Given the reactants Cl[C:2]1[N:7]=[C:6]([NH:8][C:9](=[O:31])[CH:10]([NH:14][C:15](=[O:30])[CH2:16][C:17]2[CH:22]=[CH:21][CH:20]=[C:19]([O:23][C:24]3[CH:29]=[CH:28][CH:27]=[CH:26][CH:25]=3)[CH:18]=2)[CH2:11][CH2:12][CH3:13])[CH:5]=[N:4][CH:3]=1.[CH2:32]([NH2:34])[CH3:33], predict the reaction product. The product is: [CH2:32]([NH:34][C:2]1[N:7]=[C:6]([NH:8][C:9](=[O:31])[CH:10]([NH:14][C:15](=[O:30])[CH2:16][C:17]2[CH:22]=[CH:21][CH:20]=[C:19]([O:23][C:24]3[CH:29]=[CH:28][CH:27]=[CH:26][CH:25]=3)[CH:18]=2)[CH2:11][CH2:12][CH3:13])[CH:5]=[N:4][CH:3]=1)[CH3:33]. (4) Given the reactants Br[C:2]1[C:7](=[O:8])[N:6]([CH2:9][C:10]2[CH:15]=[CH:14][C:13]([C:16]3[C:17]([C:22]#[N:23])=[CH:18][CH:19]=[CH:20][CH:21]=3)=[CH:12][C:11]=2[F:24])[C:5]([CH2:25][CH2:26][CH3:27])=[N:4][C:3]=1[CH3:28].[CH:29]([O:32][C:33]1[N:38]=[CH:37][C:36](B(O)O)=[CH:35][CH:34]=1)([CH3:31])[CH3:30].C(=O)([O-])[O-].[Cs+].[Cs+].O1CCOCC1, predict the reaction product. The product is: [F:24][C:11]1[CH:12]=[C:13]([C:16]2[C:17]([C:22]#[N:23])=[CH:18][CH:19]=[CH:20][CH:21]=2)[CH:14]=[CH:15][C:10]=1[CH2:9][N:6]1[C:7](=[O:8])[C:2]([C:36]2[CH:37]=[N:38][C:33]([O:32][CH:29]([CH3:31])[CH3:30])=[CH:34][CH:35]=2)=[C:3]([CH3:28])[N:4]=[C:5]1[CH2:25][CH2:26][CH3:27]. (5) The product is: [Br:1][C:2]1[CH:16]=[C:15]2[C:5]([C:6]([OH:29])=[C:7]([C:18]([NH:20][CH2:21][C:22]([OH:24])=[O:23])=[O:19])[C:8](=[O:17])[C:9]32[CH2:14][CH2:13][O:12][CH2:11][CH2:10]3)=[CH:4][C:3]=1[O:30][CH3:31]. Given the reactants [Br:1][C:2]1[CH:16]=[C:15]2[C:5]([C:6]([OH:29])=[C:7]([C:18]([NH:20][CH2:21][C:22]([O:24]C(C)(C)C)=[O:23])=[O:19])[C:8](=[O:17])[C:9]32[CH2:14][CH2:13][O:12][CH2:11][CH2:10]3)=[CH:4][C:3]=1[O:30][CH3:31], predict the reaction product.